Dataset: Full USPTO retrosynthesis dataset with 1.9M reactions from patents (1976-2016). Task: Predict the reactants needed to synthesize the given product. Given the product [F:1][C:2]1[C:7]([NH:8][CH3:9])=[CH:6][CH:5]=[C:4]([C:16]2[S:17][C:18]3[CH:24]=[C:23]([O:25][CH3:26])[CH:22]=[CH:21][C:19]=3[N:20]=2)[N:3]=1, predict the reactants needed to synthesize it. The reactants are: [F:1][C:2]1[C:7]([N:8](C)[C:9](=O)C(C)(C)C)=[CH:6][CH:5]=[C:4]([C:16]2[S:17][C:18]3[CH:24]=[C:23]([O:25][CH3:26])[CH:22]=[CH:21][C:19]=3[N:20]=2)[N:3]=1.